Dataset: Full USPTO retrosynthesis dataset with 1.9M reactions from patents (1976-2016). Task: Predict the reactants needed to synthesize the given product. Given the product [CH3:9][Si:8]([CH3:11])([CH3:10])[C:6]#[C:7][Sn:16]([CH2:17][CH2:18][CH2:19][CH3:20])([CH2:21][CH2:22][CH2:23][CH3:24])[CH2:12][CH2:13][CH2:14][CH3:15], predict the reactants needed to synthesize it. The reactants are: [Li]CCCC.[C:6]([Si:8]([CH3:11])([CH3:10])[CH3:9])#[CH:7].[CH2:12]([Sn:16](Cl)([CH2:21][CH2:22][CH2:23][CH3:24])[CH2:17][CH2:18][CH2:19][CH3:20])[CH2:13][CH2:14][CH3:15].